From a dataset of Full USPTO retrosynthesis dataset with 1.9M reactions from patents (1976-2016). Predict the reactants needed to synthesize the given product. Given the product [CH3:34][S:35]([O:18][CH2:17][C@@H:16]([NH:19][C:20]([O:21][C:22]([CH3:25])([CH3:24])[CH3:23])=[O:26])[CH2:15][CH:12]1[CH2:11][CH2:10][CH:9]([O:8][Si:1]([C:4]([CH3:6])([CH3:7])[CH3:5])([CH3:3])[CH3:2])[CH2:14][CH2:13]1)(=[O:37])=[O:36], predict the reactants needed to synthesize it. The reactants are: [Si:1]([O:8][CH:9]1[CH2:14][CH2:13][CH:12]([CH2:15][C@H:16]([NH:19][C:20](=[O:26])[O:21][C:22]([CH3:25])([CH3:24])[CH3:23])[CH2:17][OH:18])[CH2:11][CH2:10]1)([C:4]([CH3:7])([CH3:6])[CH3:5])([CH3:3])[CH3:2].CCN(CC)CC.[CH3:34][S:35](Cl)(=[O:37])=[O:36].O.